Dataset: Catalyst prediction with 721,799 reactions and 888 catalyst types from USPTO. Task: Predict which catalyst facilitates the given reaction. (1) Reactant: [C:1]([O:5][C:6]([N:8]1[CH2:12][CH2:11][CH2:10][CH:9]1[CH:13]([OH:15])[CH3:14])=[O:7])([CH3:4])([CH3:3])[CH3:2].[CH3:16]I.[H-].[Na+]. Product: [C:1]([O:5][C:6]([N:8]1[CH2:12][CH2:11][CH2:10][CH:9]1[CH:13]([O:15][CH3:16])[CH3:14])=[O:7])([CH3:4])([CH3:3])[CH3:2]. The catalyst class is: 9. (2) Reactant: [CH3:1][O:2][C:3]1[CH:8]=[C:7]([N+:9]([O-:11])=[O:10])[CH:6]=[CH:5][C:4]=1[OH:12].Br[CH2:14][CH2:15][Cl:16].C(=O)([O-])[O-].[K+].[K+]. Product: [Cl:16][CH2:15][CH2:14][O:12][C:4]1[CH:5]=[CH:6][C:7]([N+:9]([O-:11])=[O:10])=[CH:8][C:3]=1[O:2][CH3:1]. The catalyst class is: 3. (3) Reactant: [F:1][C:2]([F:43])([F:42])[C:3]1[CH:8]=[CH:7][C:6]([C:9]2[N:13]([CH2:14][O:15][CH2:16][CH2:17][Si:18]([CH3:21])([CH3:20])[CH3:19])[C:12]([N:22]3[CH2:27][CH2:26][N:25]([C:28]4[C:33]([C:34]([F:37])([F:36])[F:35])=[CH:32][CH:31]=[CH:30][N:29]=4)[CH2:24][CH2:23]3)=[N:11][C:10]=2[C:38]([O:40]C)=[O:39])=[CH:5][CH:4]=1.[Li+].[OH-]. Product: [F:43][C:2]([F:1])([F:42])[C:3]1[CH:4]=[CH:5][C:6]([C:9]2[N:13]([CH2:14][O:15][CH2:16][CH2:17][Si:18]([CH3:20])([CH3:19])[CH3:21])[C:12]([N:22]3[CH2:23][CH2:24][N:25]([C:28]4[C:33]([C:34]([F:37])([F:35])[F:36])=[CH:32][CH:31]=[CH:30][N:29]=4)[CH2:26][CH2:27]3)=[N:11][C:10]=2[C:38]([OH:40])=[O:39])=[CH:7][CH:8]=1. The catalyst class is: 20. (4) Reactant: [CH3:1][O:2][C:3]([C:5]1[NH:15][C:8]2=[N:9][CH:10]=[C:11]([CH:13]=O)[CH:12]=[C:7]2[CH:6]=1)=[O:4].[NH2:16][C:17]1[CH:18]=[C:19]([NH:24][C:25](=[O:32])[C:26]2[CH:31]=[CH:30][CH:29]=[CH:28][CH:27]=2)[CH:20]=[CH:21][C:22]=1[CH3:23].[O-]S([O-])(=O)=O.[Mg+2]. Product: [CH3:1][O:2][C:3]([C:5]1[NH:15][C:8]2=[N:9][CH:10]=[C:11]([CH:13]=[N:16][C:17]3[CH:18]=[C:19]([NH:24][C:25](=[O:32])[C:26]4[CH:31]=[CH:30][CH:29]=[CH:28][CH:27]=4)[CH:20]=[CH:21][C:22]=3[CH3:23])[CH:12]=[C:7]2[CH:6]=1)=[O:4]. The catalyst class is: 467. (5) Product: [C:13]([C:2]1[CH:11]=[C:10]([F:12])[CH:9]=[CH:8][C:3]=1[C:4]([O:6][CH3:7])=[O:5])#[N:14]. Reactant: Br[C:2]1[CH:11]=[C:10]([F:12])[CH:9]=[CH:8][C:3]=1[C:4]([O:6][CH3:7])=[O:5].[C:13]([Cu])#[N:14]. The catalyst class is: 3.